Dataset: Forward reaction prediction with 1.9M reactions from USPTO patents (1976-2016). Task: Predict the product of the given reaction. (1) Given the reactants [Cl:1][C:2]1[CH:7]=[C:6]([C:8]([F:11])([F:10])[F:9])[CH:5]=[CH:4][C:3]=1B(O)O.C(=O)([O-])[O-].[K+].[K+].Cl[C:22]1[C:31]2[C:26](=[CH:27][C:28]([S:32]([N:35](CC3C=CC(OC)=CC=3OC)[C:36]3[S:40][N:39]=[CH:38][N:37]=3)(=[O:34])=[O:33])=[CH:29][CH:30]=2)[CH:25]=[CH:24][N:23]=1.O1CCOCC1, predict the reaction product. The product is: [Cl:1][C:2]1[CH:7]=[C:6]([C:8]([F:11])([F:10])[F:9])[CH:5]=[CH:4][C:3]=1[C:22]1[C:31]2[C:26](=[CH:27][C:28]([S:32]([NH:35][C:36]3[S:40][N:39]=[CH:38][N:37]=3)(=[O:34])=[O:33])=[CH:29][CH:30]=2)[CH:25]=[CH:24][N:23]=1. (2) Given the reactants [C:1]([O:5][C:6]([NH:8][C@@H:9]([CH2:14][C:15]1[CH:20]=[CH:19][CH:18]=[CH:17][CH:16]=1)[C:10](=[O:13])[CH2:11][Cl:12])=[O:7])([CH3:4])([CH3:3])[CH3:2].C1(C)C=CC=CC=1.[BH4-].[Na+], predict the reaction product. The product is: [C:1]([O:5][C:6]([NH:8][C@@H:9]([CH2:14][C:15]1[CH:16]=[CH:17][CH:18]=[CH:19][CH:20]=1)[C@H:10]([OH:13])[CH2:11][Cl:12])=[O:7])([CH3:4])([CH3:2])[CH3:3]. (3) Given the reactants [CH3:1][O:2][C:3]([NH:5][C@@H:6]([C@@H:20]([CH3:23])[CH2:21]C)[C:7]([N:9]1[C@H:13]([C:14]([OH:16])=[O:15])[CH2:12][C@@H:11]2[CH2:17][CH2:18][CH2:19][C@H:10]12)=[O:8])=[O:4].COC(N[C@@H](C(C)C)C(O)=O)=O, predict the reaction product. The product is: [CH3:1][O:2][C:3]([NH:5][C@@H:6]([CH:20]([CH3:23])[CH3:21])[C:7]([N:9]1[C@H:13]([C:14]([OH:16])=[O:15])[CH2:12][C@@H:11]2[CH2:17][CH2:18][CH2:19][C@H:10]12)=[O:8])=[O:4]. (4) Given the reactants [O:1]1[CH2:6][CH2:5][O:4][C:3]2=[C:7]([C:10]3[CH:15]=[CH:14][C:13]([C:16]#[C:17][Si](C)(C)C)=[CH:12][CH:11]=3)[S:8][CH:9]=[C:2]12.C(=O)([O-])[O-].[Ca+2], predict the reaction product. The product is: [C:16]([C:13]1[CH:12]=[CH:11][C:10]([C:7]2[S:8][CH:9]=[C:2]3[C:3]=2[O:4][CH2:5][CH2:6][O:1]3)=[CH:15][CH:14]=1)#[CH:17]. (5) Given the reactants Cl.C(OC(=O)[NH:8][CH2:9][CH2:10][CH2:11][CH2:12][C:13]1[CH:18]=[CH:17][C:16]([NH:19][CH2:20][C:21](=[O:23])[NH2:22])=[CH:15][CH:14]=1)(C)(C)C, predict the reaction product. The product is: [NH2:8][CH2:9][CH2:10][CH2:11][CH2:12][C:13]1[CH:18]=[CH:17][C:16]([NH:19][CH2:20][C:21]([NH2:22])=[O:23])=[CH:15][CH:14]=1. (6) The product is: [C:2]1([N:22]2[C:23]3=[CH:35][CH:34]=[C:33]4[C:25]([NH:26][C:27]5[C:32]4=[CH:31][CH:30]=[CH:29][CH:28]=5)=[C:24]3[C:17]3[C:18]2=[CH:19][CH:20]=[CH:21][CH:16]=3)[CH:7]=[CH:6][CH:5]=[CH:4][CH:3]=1. Given the reactants I[C:2]1[CH:7]=[CH:6][CH:5]=[CH:4][CH:3]=1.C1(N)CCCCC1N.[CH:16]1[CH:21]=[CH:20][CH:19]=[C:18]2[NH:22][C:23]3[C:24](=[C:25]4[C:33](=[CH:34][CH:35]=3)[C:32]3[C:27](=[CH:28][CH:29]=[CH:30][CH:31]=3)[NH:26]4)[C:17]=12.[O-]P([O-])([O-])=O.[K+].[K+].[K+], predict the reaction product. (7) Given the reactants [F:1][C:2]1[CH:3]=[C:4]([CH:10]=[C:11]([F:13])[CH:12]=1)[C@H:5]([OH:9])[C:6]([OH:8])=O.Cl.[NH2:15][C@H:16]([C:20]([NH:22][N:23]1[C:29](=[O:30])[CH:28]([CH2:31][CH:32]2[CH2:34][CH2:33]2)[C:27]2[CH:35]=[CH:36][CH:37]=[CH:38][C:26]=2[C:25]2[CH:39]=[CH:40][CH:41]=[CH:42][C:24]1=2)=[O:21])[CH:17]([CH3:19])[CH3:18], predict the reaction product. The product is: [F:13][C:11]1[CH:10]=[C:4]([CH:3]=[C:2]([F:1])[CH:12]=1)[C@H:5]([OH:9])[C:6]([NH:15][C@H:16]([C:20]([NH:22][N:23]1[C:29](=[O:30])[CH:28]([CH2:31][CH:32]2[CH2:33][CH2:34]2)[C:27]2[CH:35]=[CH:36][CH:37]=[CH:38][C:26]=2[C:25]2[CH:39]=[CH:40][CH:41]=[CH:42][C:24]1=2)=[O:21])[CH:17]([CH3:19])[CH3:18])=[O:8].